From a dataset of Forward reaction prediction with 1.9M reactions from USPTO patents (1976-2016). Predict the product of the given reaction. (1) Given the reactants [CH2:1]([O:3][C:4]([C:6]1[C:7]([NH:14][CH2:15][CH2:16][CH3:17])=[N:8][C:9](SC)=[N:10][CH:11]=1)=[O:5])[CH3:2].C([N:21](CC)C(C)C)(C)C.N.O, predict the reaction product. The product is: [NH2:21][C:9]1[N:8]=[C:7]([NH:14][CH2:15][CH2:16][CH3:17])[C:6]([C:4]([O:3][CH2:1][CH3:2])=[O:5])=[CH:11][N:10]=1. (2) Given the reactants CC[O-].[Na+].[C:5]([CH2:7][C:8]([O:10][CH2:11][CH3:12])=[O:9])#[N:6].[N:13]([C:16]1[CH:21]=[CH:20][CH:19]=[C:18]([Cl:22])[C:17]=1[F:23])=[N+:14]=[N-:15].O, predict the reaction product. The product is: [NH2:6][C:5]1[N:13]([C:16]2[CH:21]=[CH:20][CH:19]=[C:18]([Cl:22])[C:17]=2[F:23])[N:14]=[N:15][C:7]=1[C:8]([O:10][CH2:11][CH3:12])=[O:9]. (3) Given the reactants [Cl:1][C:2]1[N:3]=[N:4][C:5](Cl)=[CH:6][CH:7]=1.[F:9][C:10]([F:21])([F:20])[C:11]1[CH:16]=[CH:15][CH:14]=[CH:13][C:12]=1B(O)O.C([O-])([O-])=O.[K+].[K+], predict the reaction product. The product is: [Cl:1][C:2]1[N:3]=[N:4][C:5]([C:12]2[CH:13]=[CH:14][CH:15]=[CH:16][C:11]=2[C:10]([F:21])([F:20])[F:9])=[CH:6][CH:7]=1.